This data is from Peptide-MHC class II binding affinity with 134,281 pairs from IEDB. The task is: Regression. Given a peptide amino acid sequence and an MHC pseudo amino acid sequence, predict their binding affinity value. This is MHC class II binding data. The peptide sequence is INEPTAAAIAYGLDR. The MHC is HLA-DQA10201-DQB10202 with pseudo-sequence HLA-DQA10201-DQB10202. The binding affinity (normalized) is 0.175.